This data is from Full USPTO retrosynthesis dataset with 1.9M reactions from patents (1976-2016). The task is: Predict the reactants needed to synthesize the given product. (1) Given the product [NH2:7][C@@H:8]([CH2:18][C:19]1[C:27]2[C:22](=[CH:23][CH:24]=[C:25]([OH:28])[CH:26]=2)[NH:21][CH:20]=1)[C:9]([N:11]1[CH2:15][CH2:14][CH2:13][C@H:12]1[C:16]#[N:17])=[O:10], predict the reactants needed to synthesize it. The reactants are: C(OC(=O)[NH:7][C@@H:8]([CH2:18][C:19]1[C:27]2[C:22](=[CH:23][CH:24]=[C:25]([OH:28])[CH:26]=2)[NH:21][CH:20]=1)[C:9]([N:11]1[CH2:15][CH2:14][CH2:13][C@H:12]1[C:16]#[N:17])=[O:10])(C)(C)C.FC(F)(F)C(O)=O. (2) Given the product [CH2:17]([O:19][P:20]([CH2:15][C:13]1[S:14][C:10]([CH2:8][CH3:9])=[C:11]([CH3:16])[N:12]=1)(=[O:21])[O:22][CH2:23][CH3:24])[CH3:18], predict the reactants needed to synthesize it. The reactants are: C(NC(C)C)(C)C.[CH2:8]([C:10]1[S:14][C:13]([CH3:15])=[N:12][C:11]=1[CH3:16])[CH3:9].[CH2:17]([O:19][P:20](Cl)([O:22][CH2:23][CH3:24])=[O:21])[CH3:18].[Cl-].[NH4+]. (3) Given the product [Cl:2][C:3]1[CH:4]=[CH:5][C:6]([N:26]2[CH:30]=[N:29][N:28]=[N:27]2)=[C:7]([CH:25]=1)[CH2:8][NH:9][C:10](=[O:11])[C@@H:12]1[CH2:17][CH2:16][CH2:15][NH:13]1.[Cl:2][C:3]1[CH:4]=[CH:5][C:6]([N:26]2[CH:30]=[N:29][N:28]=[N:27]2)=[C:7]([CH:25]=1)[CH2:8][NH:9][C:10]([C@@H:12]1[CH2:17][CH2:16][CH2:15][CH2:14][NH:13]1)=[O:11], predict the reactants needed to synthesize it. The reactants are: Cl.[Cl:2][C:3]1[CH:4]=[CH:5][C:6]([N:26]2[CH:30]=[N:29][N:28]=[N:27]2)=[C:7]([CH:25]=1)[CH2:8][NH:9][C:10]([C@@H:12]1[CH2:17][CH2:16][CH2:15][CH2:14][N:13]1C(OC(C)(C)C)=O)=[O:11]. (4) Given the product [OH:1][C:2]1[CH:7]=[CH:6][C:5]([C@H:8]([NH:19][S@@:17]([C:14]([CH3:16])([CH3:15])[CH3:13])=[O:18])[CH3:9])=[CH:4][C:3]=1[O:11][CH3:12], predict the reactants needed to synthesize it. The reactants are: [OH:1][C:2]1[CH:7]=[CH:6][C:5]([C:8](=O)[CH3:9])=[CH:4][C:3]=1[O:11][CH3:12].[CH3:13][C:14]([S@:17]([NH-:19])=[O:18])([CH3:16])[CH3:15].[BH4-].[Na+]. (5) Given the product [Br:1][C:2]1[CH:7]=[CH:6][C:5]([C:8](=[O:11])[CH2:9][S:13][C:14]#[N:15])=[C:4]([F:12])[CH:3]=1, predict the reactants needed to synthesize it. The reactants are: [Br:1][C:2]1[CH:7]=[CH:6][C:5]([C:8](=[O:11])[CH2:9]Br)=[C:4]([F:12])[CH:3]=1.[S-:13][C:14]#[N:15].[NH4+].C(=O)(O)[O-].[Na+]. (6) Given the product [Br:1][C:2]1[N:3]([C:8]2[CH:13]=[C:12]([O:14][CH3:15])[CH:11]=[C:10]([F:16])[C:9]=2[NH2:17])[CH:4]=[C:5]([CH3:7])[N:6]=1, predict the reactants needed to synthesize it. The reactants are: [Br:1][C:2]1[N:3]([C:8]2[CH:13]=[C:12]([O:14][CH3:15])[CH:11]=[C:10]([F:16])[C:9]=2[N+:17]([O-])=O)[CH:4]=[C:5]([CH3:7])[N:6]=1.CC(O)=O. (7) Given the product [CH2:29]([O:28][C:14]1[CH:13]=[C:12]([OH:11])[CH:27]=[CH:26][C:15]=1[C:16]([O:18][CH2:19][C:20]1[CH:21]=[CH:22][CH:23]=[CH:24][CH:25]=1)=[O:17])[C:30]1[CH:31]=[CH:32][CH:33]=[CH:34][CH:35]=1, predict the reactants needed to synthesize it. The reactants are: [OH-].[Na+].C([O:11][C:12]1[CH:27]=[CH:26][C:15]([C:16]([O:18][CH2:19][C:20]2[CH:25]=[CH:24][CH:23]=[CH:22][CH:21]=2)=[O:17])=[C:14]([O:28][CH2:29][C:30]2[CH:35]=[CH:34][CH:33]=[CH:32][CH:31]=2)[CH:13]=1)(=O)C1C=CC=CC=1.Cl. (8) Given the product [Cl:1][C:2]1[C:7]([O:8][C:9]2[CH:14]=[CH:13][C:12]([C:15]([F:18])([F:16])[F:17])=[CH:11][C:10]=2[Cl:19])=[CH:6][C:5]2[NH:20][C:25]([C:24]([F:32])([F:31])[C:23]([F:34])([F:33])[F:22])=[N:21][C:4]=2[CH:3]=1, predict the reactants needed to synthesize it. The reactants are: [Cl:1][C:2]1[CH:3]=[C:4]([NH2:21])[C:5]([NH2:20])=[CH:6][C:7]=1[O:8][C:9]1[CH:14]=[CH:13][C:12]([C:15]([F:18])([F:17])[F:16])=[CH:11][C:10]=1[Cl:19].[F:22][C:23]([F:34])([F:33])[C:24]([F:32])([F:31])[C:25](F)(F)C(O)=O. (9) Given the product [Cl:3][C:4]1[C:9]([Cl:10])=[CH:8][CH:7]=[CH:6][C:5]=1[S:11][C:12]1[S:16][C:15]([C:17]([OH:19])=[O:18])=[CH:14][C:13]=1[N+:22]([O-:24])=[O:23], predict the reactants needed to synthesize it. The reactants are: [OH-].[K+].[Cl:3][C:4]1[C:9]([Cl:10])=[CH:8][CH:7]=[CH:6][C:5]=1[S:11][C:12]1[S:16][C:15]([C:17]([O:19]CC)=[O:18])=[CH:14][C:13]=1[N+:22]([O-:24])=[O:23]. (10) The reactants are: C(OC([NH:8][CH:9]1[CH2:14][CH2:13][N:12]([C:15]2[CH:41]=[CH:40][C:39]([Cl:42])=[CH:38][C:16]=2[CH2:17][N:18]2[CH2:22][CH:21]3[CH2:23][N:24]([C:26]([O:28][CH:29]([C:34]([F:37])([F:36])[F:35])[C:30]([F:33])([F:32])[F:31])=[O:27])[CH2:25][CH:20]3[CH2:19]2)[CH2:11][CH2:10]1)=O)(C)(C)C.[C:43](O)([C:45](F)(F)F)=[O:44].CCN(C(C)C)C(C)C.C(Cl)(=O)C. Given the product [C:43]([NH:8][CH:9]1[CH2:10][CH2:11][N:12]([C:15]2[CH:41]=[CH:40][C:39]([Cl:42])=[CH:38][C:16]=2[CH2:17][N:18]2[CH2:22][CH:21]3[CH2:23][N:24]([C:26]([O:28][CH:29]([C:30]([F:31])([F:33])[F:32])[C:34]([F:35])([F:36])[F:37])=[O:27])[CH2:25][CH:20]3[CH2:19]2)[CH2:13][CH2:14]1)(=[O:44])[CH3:45], predict the reactants needed to synthesize it.